This data is from Catalyst prediction with 721,799 reactions and 888 catalyst types from USPTO. The task is: Predict which catalyst facilitates the given reaction. (1) Reactant: Br[CH2:2][C:3]1[C:4]([C:21]2[CH:26]=[CH:25][CH:24]=[C:23]([C:27]([F:30])([F:29])[F:28])[CH:22]=2)=[N:5][C:6]2[C:11]([C:12]=1[C:13]([O:15][CH3:16])=[O:14])=[CH:10][CH:9]=[C:8]([S:17]([CH3:20])(=[O:19])=[O:18])[CH:7]=2.[N:31]1([CH:37]2[CH2:42][CH2:41][NH:40][CH2:39][CH2:38]2)[CH2:36][CH2:35][CH2:34][CH2:33][CH2:32]1. Product: [N:31]1([CH:37]2[CH2:42][CH2:41][N:40]([CH2:2][C:3]3[C:4]([C:21]4[CH:26]=[CH:25][CH:24]=[C:23]([C:27]([F:30])([F:29])[F:28])[CH:22]=4)=[N:5][C:6]4[C:11]([C:12]=3[C:13]([O:15][CH3:16])=[O:14])=[CH:10][CH:9]=[C:8]([S:17]([CH3:20])(=[O:19])=[O:18])[CH:7]=4)[CH2:39][CH2:38]2)[CH2:36][CH2:35][CH2:34][CH2:33][CH2:32]1. The catalyst class is: 10. (2) Reactant: [H-].[Na+].O(CC1C=C2C(=O)NCCN2N=1)C1C=CC=CC=1.BrCC1CC1(F)F.[F:28][C:29]1([F:51])[CH2:31][CH:30]1[CH2:32][N:33]1[CH2:38][CH2:37][N:36]2[N:39]=[C:40]([CH2:42][O:43][C:44]3[CH:49]=[CH:48][CH:47]=[CH:46][CH:45]=3)[CH:41]=[C:35]2[C:34]1=[O:50]. Product: [F:51][C:29]1([F:28])[CH2:31][C@@H:30]1[CH2:32][N:33]1[CH2:38][CH2:37][N:36]2[N:39]=[C:40]([CH2:42][O:43][C:44]3[CH:45]=[CH:46][CH:47]=[CH:48][CH:49]=3)[CH:41]=[C:35]2[C:34]1=[O:50]. The catalyst class is: 18.